Dataset: Catalyst prediction with 721,799 reactions and 888 catalyst types from USPTO. Task: Predict which catalyst facilitates the given reaction. Reactant: Cl[C:2]1[N:7]=[C:6]([NH:8][CH:9]2[CH2:23][CH:12]3[CH2:13][N:14]([C:16]([O:18][C:19]([CH3:22])([CH3:21])[CH3:20])=[O:17])[CH2:15][CH:11]3[CH2:10]2)[C:5]([Cl:24])=[CH:4][N:3]=1.[CH:25]1([CH2:28][N:29]2[CH:33]=[C:32]([NH2:34])[CH:31]=[N:30]2)[CH2:27][CH2:26]1.FC(F)(F)C(O)=O.C([O-])([O-])=O.[Na+].[Na+]. Product: [Cl:24][C:5]1[C:6]([NH:8][CH:9]2[CH2:23][CH:12]3[CH2:13][N:14]([C:16]([O:18][C:19]([CH3:22])([CH3:21])[CH3:20])=[O:17])[CH2:15][CH:11]3[CH2:10]2)=[N:7][C:2]([NH:34][C:32]2[CH:31]=[N:30][N:29]([CH2:28][CH:25]3[CH2:27][CH2:26]3)[CH:33]=2)=[N:3][CH:4]=1. The catalyst class is: 12.